Task: Regression. Given two drug SMILES strings and cell line genomic features, predict the synergy score measuring deviation from expected non-interaction effect.. Dataset: Merck oncology drug combination screen with 23,052 pairs across 39 cell lines (1) Drug 1: NC1(c2ccc(-c3nc4ccn5c(=O)[nH]nc5c4cc3-c3ccccc3)cc2)CCC1. Drug 2: NC1CCCCC1N.O=C(O)C(=O)O.[Pt+2]. Cell line: A2058. Synergy scores: synergy=-9.99. (2) Drug 1: Cn1nnc2c(C(N)=O)ncn2c1=O. Drug 2: NC(=O)c1cccc2cn(-c3ccc(C4CCCNC4)cc3)nc12. Cell line: MSTO. Synergy scores: synergy=81.3.